This data is from Reaction yield outcomes from USPTO patents with 853,638 reactions. The task is: Predict the reaction yield, written as a fraction of the theoretical maximum amount of product (1.0 means a 100% yield; for example, 0.34 means a 34% yield). (1) The reactants are [C:1]1([CH:13]2[CH2:18][CH2:17][C:16](=[CH:19][C:20]#[N:21])[CH2:15][CH2:14]2)[N:2]=[N:3][N:4]2[C:9]=1[C:8]1[CH:10]=[CH:11][NH:12][C:7]=1[N:6]=[CH:5]2. The catalyst is O1CCCC1.[C].[Pd]. The product is [C:1]1([C@@H:13]2[CH2:14][CH2:15][C@H:16]([CH2:19][C:20]#[N:21])[CH2:17][CH2:18]2)[N:2]=[N:3][N:4]2[C:9]=1[C:8]1[CH:10]=[CH:11][NH:12][C:7]=1[N:6]=[CH:5]2.[C:1]1([C@H:13]2[CH2:14][CH2:15][C@H:16]([CH2:19][C:20]#[N:21])[CH2:17][CH2:18]2)[N:2]=[N:3][N:4]2[C:9]=1[C:8]1[CH:10]=[CH:11][NH:12][C:7]=1[N:6]=[CH:5]2. The yield is 0.0600. (2) The reactants are [F:1][C:2]1[CH:7]=[CH:6][C:5]([C:8]2[C:16]3[C:11](=[CH:12][CH:13]=C(C#N)[CH:15]=3)[NH:10][N:9]=2)=[CH:4][CH:3]=1.[C:19]([OH:22])(=[O:21])[CH3:20].Cl. The catalyst is O. The product is [F:1][C:2]1[CH:3]=[CH:4][C:5]([C:8]2[C:16]3[C:11](=[CH:12][CH:13]=[C:20]([C:19]([OH:22])=[O:21])[CH:15]=3)[NH:10][N:9]=2)=[CH:6][CH:7]=1. The yield is 0.860. (3) The reactants are [CH3:1][C:2]1[N:7]=[C:6]2[S:8][C:9]3[CH2:14][CH2:13][CH2:12][CH2:11][C:10]=3[C:5]2=[C:4]([C:15]2[CH:20]=[CH:19][C:18]([CH3:21])=[CH:17][CH:16]=2)[C:3]=1[CH:22]([CH2:27][C:28](C)([CH3:30])[CH3:29])[C:23]([O:25]C)=[O:24].[OH-].[Na+]. The catalyst is CO.O. The product is [CH3:1][C:2]1[N:7]=[C:6]2[S:8][C:9]3[CH2:14][CH2:13][CH2:12][CH2:11][C:10]=3[C:5]2=[C:4]([C:15]2[CH:16]=[CH:17][C:18]([CH3:21])=[CH:19][CH:20]=2)[C:3]=1[CH:22]([CH2:27][CH:28]([CH3:30])[CH3:29])[C:23]([OH:25])=[O:24]. The yield is 0.760. (4) The reactants are [Na+].[Cl:2][C:3]1[CH:8]=[CH:7][C:6]([C:9]#[C:10][CH2:11][O:12][C:13]2[CH:18]=[CH:17][C:16]([S:19]([O-:22])(=O)=[O:20])=[CH:15][CH:14]=2)=[CH:5][CH:4]=1.P(Cl)(Cl)(Cl)(Cl)[Cl:24]. The catalyst is ClCCl. The product is [Cl:2][C:3]1[CH:8]=[CH:7][C:6]([C:9]#[C:10][CH2:11][O:12][C:13]2[CH:18]=[CH:17][C:16]([S:19]([Cl:24])(=[O:22])=[O:20])=[CH:15][CH:14]=2)=[CH:5][CH:4]=1. The yield is 0.170. (5) The reactants are [O:1]1[C:5]2[CH:6]=[CH:7][C:8]([CH:10]=O)=[CH:9][C:4]=2[CH2:3][CH2:2]1.[C:12](O[Na])(C)(C)[CH3:13].[C:18]([OH:21])(=[O:20])[CH3:19].O. The catalyst is C1(C)C=CC=CC=1. The product is [O:1]1[C:5]2[CH:6]=[CH:7][C:8](/[CH:10]=[CH:19]/[C:18]([O:21][CH2:12][CH3:13])=[O:20])=[CH:9][C:4]=2[CH2:3][CH2:2]1. The yield is 0.881. (6) The reactants are [F:1][C:2]1[CH:7]=[C:6]([F:8])[C:5]([F:9])=[CH:4][C:3]=1[N:10]=[C:11]=S.[NH:13]([C:15](=[O:37])[C:16]([NH:18][C:19]1[CH:36]=[CH:35][C:22]([O:23][C@H:24]2[CH2:29][CH2:28][C@H:27]([C:30]([O:32][CH2:33][CH3:34])=[O:31])[CH2:26][CH2:25]2)=[CH:21][CH:20]=1)=[O:17])[NH2:14].CCN=C=NCCCN(C)C. The catalyst is CC(N(C)C)=O. The product is [F:1][C:2]1[CH:7]=[C:6]([F:8])[C:5]([F:9])=[CH:4][C:3]=1[NH:10][C:11]1[O:37][C:15]([C:16]([NH:18][C:19]2[CH:36]=[CH:35][C:22]([O:23][C@H:24]3[CH2:25][CH2:26][C@H:27]([C:30]([O:32][CH2:33][CH3:34])=[O:31])[CH2:28][CH2:29]3)=[CH:21][CH:20]=2)=[O:17])=[N:13][N:14]=1. The yield is 0.690. (7) The reactants are [CH3:1][C:2]([CH3:8])([C:6]#[CH:7])[CH2:3][CH2:4][OH:5].[CH3:9][O:10][C:11]([C:13]1[S:14][C:15](I)=[CH:16][C:17]=1[N:18]([CH:28]1[CH2:33][CH2:32][CH:31]([O:34][Si:35]([C:38]([CH3:41])([CH3:40])[CH3:39])([CH3:37])[CH3:36])[CH2:30][CH2:29]1)[C:19]([CH:21]1[CH2:26][CH2:25][CH:24]([CH3:27])[CH2:23][CH2:22]1)=[O:20])=[O:12].C(N(CC)CC)C. The catalyst is CN(C=O)C.Cl[Pd](Cl)([P](C1C=CC=CC=1)(C1C=CC=CC=1)C1C=CC=CC=1)[P](C1C=CC=CC=1)(C1C=CC=CC=1)C1C=CC=CC=1.[Cu]I. The product is [CH3:9][O:10][C:11]([C:13]1[S:14][C:15]([C:7]#[C:6][C:2]([CH3:8])([CH3:1])[CH2:3][CH2:4][OH:5])=[CH:16][C:17]=1[N:18]([CH:28]1[CH2:29][CH2:30][CH:31]([O:34][Si:35]([C:38]([CH3:39])([CH3:41])[CH3:40])([CH3:36])[CH3:37])[CH2:32][CH2:33]1)[C:19]([CH:21]1[CH2:22][CH2:23][CH:24]([CH3:27])[CH2:25][CH2:26]1)=[O:20])=[O:12]. The yield is 0.900. (8) The reactants are C([O:3][C:4](=O)[CH2:5][C:6](=O)[CH:7]1[CH2:11][CH2:10][O:9][CH2:8]1)C.Cl.[NH2:15][C:16]([NH2:18])=[NH:17].CC(C)([O-])C.[K+]. The catalyst is CO.O. The product is [NH2:17][C:16]1[NH:18][C:4](=[O:3])[CH:5]=[C:6]([CH:7]2[CH2:11][CH2:10][O:9][CH2:8]2)[N:15]=1. The yield is 0.510. (9) The reactants are [Br:1][C:2]1[CH:11]=[N:10][C:9]2[N:8]([C:12](=[O:14])[CH3:13])[C@@H:7]([CH3:15])[CH2:6][N:5](S(C3C=CC(C)=CC=3)(=O)=O)[C:4]=2[CH:3]=1.S(=O)(=O)(O)O. No catalyst specified. The product is [Br:1][C:2]1[CH:11]=[N:10][C:9]2[N:8]([C:12](=[O:14])[CH3:13])[C@@H:7]([CH3:15])[CH2:6][NH:5][C:4]=2[CH:3]=1. The yield is 0.500.